This data is from Full USPTO retrosynthesis dataset with 1.9M reactions from patents (1976-2016). The task is: Predict the reactants needed to synthesize the given product. Given the product [CH2:15]([O:14][C:10](=[O:13])[CH:11]=[CH:12][C:2]1[CH:7]=[CH:6][C:5]([O:8][CH3:9])=[CH:4][CH:3]=1)[CH2:16][CH2:17][CH3:18], predict the reactants needed to synthesize it. The reactants are: Br[C:2]1[CH:7]=[CH:6][C:5]([O:8][CH3:9])=[CH:4][CH:3]=1.[C:10]([O:14][CH2:15][CH2:16][CH2:17][CH3:18])(=[O:13])[CH:11]=[CH2:12].